This data is from Full USPTO retrosynthesis dataset with 1.9M reactions from patents (1976-2016). The task is: Predict the reactants needed to synthesize the given product. (1) Given the product [Cl:17][CH2:18][CH2:19][C:20]([N:1]1[C:9]2[C:4](=[CH:5][CH:6]=[CH:7][CH:8]=2)[CH2:3][CH2:2]1)=[O:21], predict the reactants needed to synthesize it. The reactants are: [NH:1]1[C:9]2[C:4](=[CH:5][CH:6]=[CH:7][CH:8]=2)[CH2:3][CH2:2]1.C(N(CC)CC)C.[Cl:17][CH2:18][CH2:19][C:20](Cl)=[O:21]. (2) Given the product [ClH:40].[F:1][C:2]1[CH:3]=[C:4]([S:14]([NH:17][C:18]2[CH:19]=[CH:20][C:21]([O:38][CH3:39])=[C:22]([NH:24][C:25](=[O:37])[C:26]([CH3:28])([CH3:27])[NH2:29])[CH:23]=2)(=[O:16])=[O:15])[CH:5]=[CH:6][C:7]=1[C:8]1[O:9][C:10]([CH3:13])=[CH:11][CH:12]=1, predict the reactants needed to synthesize it. The reactants are: [F:1][C:2]1[CH:3]=[C:4]([S:14]([NH:17][C:18]2[CH:19]=[CH:20][C:21]([O:38][CH3:39])=[C:22]([NH:24][C:25](=[O:37])[C:26]([NH:29]C(=O)OC(C)(C)C)([CH3:28])[CH3:27])[CH:23]=2)(=[O:16])=[O:15])[CH:5]=[CH:6][C:7]=1[C:8]1[O:9][C:10]([CH3:13])=[CH:11][CH:12]=1.[ClH:40]. (3) Given the product [CH3:25][C:26]1[CH:30]=[C:29]([NH:31][C:2]2[N:3]=[C:4]([NH:11][C@@H:12]3[CH2:16][CH2:15][N:14]([C:17]([O:19][C:20]([CH3:23])([CH3:22])[CH3:21])=[O:18])[CH2:13]3)[C:5]3[S:10][CH:9]=[CH:8][C:6]=3[N:7]=2)[S:28][N:27]=1, predict the reactants needed to synthesize it. The reactants are: Cl[C:2]1[N:3]=[C:4]([NH:11][C@@H:12]2[CH2:16][CH2:15][N:14]([C:17]([O:19][C:20]([CH3:23])([CH3:22])[CH3:21])=[O:18])[CH2:13]2)[C:5]2[S:10][CH:9]=[CH:8][C:6]=2[N:7]=1.Cl.[CH3:25][C:26]1[CH:30]=[C:29]([NH2:31])[S:28][N:27]=1.C1(P(C2C=CC=CC=2)C2C=CC3C(=CC=CC=3)C=2C2C3C(=CC=CC=3)C=CC=2P(C2C=CC=CC=2)C2C=CC=CC=2)C=CC=CC=1.C(=O)([O-])[O-].[Cs+].[Cs+]. (4) Given the product [Br:21][C:11]1[C:4]([CH:1]2[CH2:2][CH2:3]2)=[N:5][C:6]([OH:13])=[C:7]([C:10]=1[CH3:12])[C:8]#[N:9], predict the reactants needed to synthesize it. The reactants are: [CH:1]1([C:4]2[CH:11]=[C:10]([CH3:12])[C:7]([C:8]#[N:9])=[C:6]([OH:13])[N:5]=2)[CH2:3][CH2:2]1.C1C(=O)N([Br:21])C(=O)C1. (5) Given the product [Br:1][C:2]1[C:3](=[O:30])[N:4]([CH2:20][C:21]2[CH:29]=[CH:28][C:24]([C:25]([NH:32][CH3:36])=[O:26])=[CH:23][CH:22]=2)[C:5]([CH2:18][OH:19])=[CH:6][C:7]=1[O:8][CH2:9][C:10]1[CH:15]=[CH:14][C:13]([F:16])=[CH:12][C:11]=1[F:17], predict the reactants needed to synthesize it. The reactants are: [Br:1][C:2]1[C:3](=[O:30])[N:4]([CH2:20][C:21]2[CH:29]=[CH:28][C:24]([C:25](O)=[O:26])=[CH:23][CH:22]=2)[C:5]([CH2:18][OH:19])=[CH:6][C:7]=1[O:8][CH2:9][C:10]1[CH:15]=[CH:14][C:13]([F:16])=[CH:12][C:11]=1[F:17].O[N:32]1[C:36]2C=CC=CC=2N=N1.CN.CN1CCOCC1.C(N=C=NCCCN(C)C)C. (6) Given the product [CH2:15]([S:17][C:18]1[C:19]([C:28]([NH:1][C:2]2[C:3]([OH:14])=[N:4][CH:5]=[C:6]([S:8]([C:10]([F:13])([F:12])[F:11])=[O:9])[CH:7]=2)=[O:29])=[N:20][CH:21]=[C:22]([C:24]([F:27])([F:25])[F:26])[CH:23]=1)[CH3:16], predict the reactants needed to synthesize it. The reactants are: [NH2:1][C:2]1[C:3]([OH:14])=[N:4][CH:5]=[C:6]([S:8]([C:10]([F:13])([F:12])[F:11])=[O:9])[CH:7]=1.[CH2:15]([S:17][C:18]1[C:19]([C:28](O)=[O:29])=[N:20][CH:21]=[C:22]([C:24]([F:27])([F:26])[F:25])[CH:23]=1)[CH3:16].CCN=C=NCCCN(C)C.Cl.N1C=CC=CC=1. (7) Given the product [Cl:1][C:2]1[C:7]([NH:25][CH2:17][CH2:18][C:19]2[CH:24]=[CH:23][CH:22]=[CH:21][CH:20]=2)=[N:6][C:5]([NH2:11])=[N:4][C:3]=1[C:12]1[O:13][CH:14]=[CH:15][CH:16]=1, predict the reactants needed to synthesize it. The reactants are: [Cl:1][C:2]1[C:3]([C:12]2[O:13][CH:14]=[CH:15][CH:16]=2)=[N:4][C:5]([NH2:11])=[N:6][C:7]=1S(C)=O.[CH2:17]([NH2:25])[CH2:18][C:19]1[CH:24]=[CH:23][CH:22]=[CH:21][CH:20]=1.